From a dataset of NCI-60 drug combinations with 297,098 pairs across 59 cell lines. Regression. Given two drug SMILES strings and cell line genomic features, predict the synergy score measuring deviation from expected non-interaction effect. (1) Drug 1: C1=NC(=NC(=O)N1C2C(C(C(O2)CO)O)O)N. Drug 2: C1=CC=C(C(=C1)C(C2=CC=C(C=C2)Cl)C(Cl)Cl)Cl. Cell line: PC-3. Synergy scores: CSS=1.48, Synergy_ZIP=-0.886, Synergy_Bliss=2.88, Synergy_Loewe=1.10, Synergy_HSA=1.10. (2) Drug 1: C1=NC2=C(N=C(N=C2N1C3C(C(C(O3)CO)O)F)Cl)N. Drug 2: CN(CCCl)CCCl.Cl. Cell line: SR. Synergy scores: CSS=44.4, Synergy_ZIP=-2.38, Synergy_Bliss=-6.19, Synergy_Loewe=-6.35, Synergy_HSA=-6.27. (3) Drug 1: C1CCC(CC1)NC(=O)N(CCCl)N=O. Drug 2: CCCCC(=O)OCC(=O)C1(CC(C2=C(C1)C(=C3C(=C2O)C(=O)C4=C(C3=O)C=CC=C4OC)O)OC5CC(C(C(O5)C)O)NC(=O)C(F)(F)F)O. Cell line: MDA-MB-435. Synergy scores: CSS=8.41, Synergy_ZIP=3.25, Synergy_Bliss=6.56, Synergy_Loewe=2.86, Synergy_HSA=2.26. (4) Drug 1: COC1=C(C=C2C(=C1)N=CN=C2NC3=CC(=C(C=C3)F)Cl)OCCCN4CCOCC4. Drug 2: C1=NC2=C(N1)C(=S)N=CN2. Cell line: KM12. Synergy scores: CSS=42.3, Synergy_ZIP=9.05, Synergy_Bliss=7.04, Synergy_Loewe=10.4, Synergy_HSA=12.0.